Dataset: Catalyst prediction with 721,799 reactions and 888 catalyst types from USPTO. Task: Predict which catalyst facilitates the given reaction. (1) Reactant: C([O-])(=O)C.[O:5]=[C:6]1[C@@H:9]([NH3+:10])[CH2:8][NH:7]1.CCN(C(C)C)C(C)C.[CH:20]1([CH2:26][CH2:27][CH2:28][CH2:29][O:30][C:31](N2C=CC=CC2=O)=[O:32])[CH2:25][CH2:24][CH2:23][CH2:22][CH2:21]1. Product: [CH:20]1([CH2:26][CH2:27][CH2:28][CH2:29][O:30][C:31](=[O:32])[NH:10][C@H:9]2[CH2:8][NH:7][C:6]2=[O:5])[CH2:25][CH2:24][CH2:23][CH2:22][CH2:21]1. The catalyst class is: 2. (2) Reactant: C(N(C(C)C)CC)(C)C.[CH3:10][O:11][CH2:12]Cl.[Si:14]([O:31][CH2:32][CH2:33][C@@H:34]([OH:55])[C@H:35]([C:46]1[CH:51]=[C:50]([F:52])[C:49]([F:53])=[C:48]([F:54])[CH:47]=1)[C:36]([O:38][CH2:39][C:40]1[CH:45]=[CH:44][CH:43]=[CH:42][CH:41]=1)=[O:37])([C:27]([CH3:30])([CH3:29])[CH3:28])([C:21]1[CH:26]=[CH:25][CH:24]=[CH:23][CH:22]=1)[C:15]1[CH:20]=[CH:19][CH:18]=[CH:17][CH:16]=1. Product: [Si:14]([O:31][CH2:32][CH2:33][C@@H:34]([O:55][CH2:10][O:11][CH3:12])[C@H:35]([C:46]1[CH:51]=[C:50]([F:52])[C:49]([F:53])=[C:48]([F:54])[CH:47]=1)[C:36]([O:38][CH2:39][C:40]1[CH:41]=[CH:42][CH:43]=[CH:44][CH:45]=1)=[O:37])([C:27]([CH3:30])([CH3:29])[CH3:28])([C:21]1[CH:26]=[CH:25][CH:24]=[CH:23][CH:22]=1)[C:15]1[CH:20]=[CH:19][CH:18]=[CH:17][CH:16]=1. The catalyst class is: 26. (3) Reactant: [NH2:1][C@@H:2]1[CH2:7][CH2:6][CH2:5][N:4]([C:8]2[C:13]([Br:14])=[CH:12][N:11]=[C:10]3[NH:15][CH:16]=[C:17]([NH:18][C:19]([CH:21]4[CH2:23][CH2:22]4)=[O:20])[C:9]=23)[CH2:3]1. Product: [C:9]1([CH3:10])[CH:8]=[CH:13][CH:12]=[CH:16][CH:17]=1.[NH2:1][C@@H:2]1[CH2:7][CH2:6][CH2:5][N:4]([C:8]2[C:13]([Br:14])=[CH:12][N:11]=[C:10]3[NH:15][CH:16]=[C:17]([NH:18][C:19]([CH:21]4[CH2:22][CH2:23]4)=[O:20])[C:9]=23)[CH2:3]1. The catalyst class is: 11. (4) Reactant: Br[C:2]1[CH:7]=[CH:6][C:5]([C:8](=[O:10])[CH3:9])=[CH:4][C:3]=1[N+:11]([O-:13])=[O:12].[CH2:14](OB(C=C)OCCCC)[CH2:15]CC.C(=O)([O-])[O-].[Na+].[Na+]. Product: [N+:11]([C:3]1[CH:4]=[C:5]([C:8](=[O:10])[CH3:9])[CH:6]=[CH:7][C:2]=1[CH:14]=[CH2:15])([O-:13])=[O:12]. The catalyst class is: 20. (5) Reactant: C[O:2][C:3]([C:5]1[CH:6]=[N:7][C:8]([C:11]2[CH:12]=[N:13][CH:14]=[CH:15][CH:16]=2)=[N:9][CH:10]=1)=[O:4].[Li+].[OH-]. The catalyst class is: 5. Product: [N:13]1[CH:14]=[CH:15][CH:16]=[C:11]([C:8]2[N:7]=[CH:6][C:5]([C:3]([OH:4])=[O:2])=[CH:10][N:9]=2)[CH:12]=1. (6) Reactant: [F:1][C:2]([F:41])([F:40])[O:3][C:4]1[CH:39]=[CH:38][C:7]([CH2:8][N:9]([C:24]2[N:25]=[CH:26][C:27]3[C:32]([C:33]=2[C:34]([F:37])([F:36])[F:35])=[CH:31][CH:30]=[CH:29][CH:28]=3)[S:10]([C:13]2[CH:23]=[CH:22][C:16]([C:17]([O:19]CC)=[O:18])=[CH:15][CH:14]=2)(=[O:12])=[O:11])=[CH:6][CH:5]=1.[OH-].[Na+:43]. Product: [F:41][C:2]([F:1])([F:40])[O:3][C:4]1[CH:39]=[CH:38][C:7]([CH2:8][N:9]([C:24]2[N:25]=[CH:26][C:27]3[C:32]([C:33]=2[C:34]([F:35])([F:36])[F:37])=[CH:31][CH:30]=[CH:29][CH:28]=3)[S:10]([C:13]2[CH:23]=[CH:22][C:16]([C:17]([O-:19])=[O:18])=[CH:15][CH:14]=2)(=[O:11])=[O:12])=[CH:6][CH:5]=1.[Na+:43]. The catalyst class is: 199.